Dataset: Reaction yield outcomes from USPTO patents with 853,638 reactions. Task: Predict the reaction yield, written as a fraction of the theoretical maximum amount of product (1.0 means a 100% yield; for example, 0.34 means a 34% yield). (1) The reactants are Br[CH2:2][C:3]1[CH:13]=[CH:12][C:6]([C:7]([O:9][CH2:10][CH3:11])=[O:8])=[C:5]([O:14][CH2:15][CH3:16])[CH:4]=1. The catalyst is C(O)C. The product is [CH2:15]([O:14][C:5]1[CH:4]=[C:3]([CH2:2][C:7]([O:9][CH2:10][CH3:11])=[O:8])[CH:13]=[CH:12][C:6]=1[C:7]([O:9][CH2:10][CH3:11])=[O:8])[CH3:16]. The yield is 0.760. (2) The product is [Br:1][C:2]1[CH:3]=[N:4][N:5]([CH2:9][O:10][CH2:11][CH2:12][Si:13]([CH3:16])([CH3:15])[CH3:14])[C:6]=1[CH2:7][O:8][CH3:20]. The reactants are [Br:1][C:2]1[CH:3]=[N:4][N:5]([CH2:9][O:10][CH2:11][CH2:12][Si:13]([CH3:16])([CH3:15])[CH3:14])[C:6]=1[CH2:7][OH:8].[H-].[Na+].I[CH3:20]. The yield is 0.480. The catalyst is C1COCC1. (3) The reactants are C([O-])(=O)C.[NH4+:5].[C-:6]#[N:7].[K+].[CH:9](=O)[C:10]1[O:14][CH:13]=[CH:12][CH:11]=1.Br.BrBr.S(=O)(O)[O-].[Na+]. The catalyst is O.C(OCC)(=O)C. The product is [OH:14][C:10]1[C:9]([C:6]#[N:7])=[N:5][CH:13]=[CH:12][CH:11]=1. The yield is 0.470. (4) The reactants are F[C:2]1[CH:7]=[CH:6][CH:5]=[CH:4][C:3]=1[N+:8]([O-:10])=[O:9].[OH:11][C:12]1[CH:13]=[C:14]([CH:17]=[CH:18][CH:19]=1)[C:15]#[N:16].C([O-])([O-])=O.[K+].[K+]. The catalyst is CN(C=O)C.CCOC(C)=O. The product is [N+:8]([C:3]1[CH:4]=[CH:5][CH:6]=[CH:7][C:2]=1[O:11][C:12]1[CH:13]=[C:14]([CH:17]=[CH:18][CH:19]=1)[C:15]#[N:16])([O-:10])=[O:9]. The yield is 0.990. (5) The reactants are [CH3:1][O:2][C:3]1[CH:11]=[C:10]([S:12][CH3:13])[CH:9]=[CH:8][C:4]=1[C:5](O)=[O:6].C(=O)([O-])[O-].[K+].[K+].C(OCC)(=O)C. The catalyst is C1COCC1.O. The product is [CH3:1][O:2][C:3]1[CH:11]=[C:10]([S:12][CH3:13])[CH:9]=[CH:8][C:4]=1[CH2:5][OH:6]. The yield is 0.510. (6) The reactants are [CH2:1]([CH:3]([CH2:17][CH3:18])[CH2:4][NH:5][C:6]1[N:16]=[CH:15][CH:14]=[CH:13][C:7]=1[C:8]([O:10][CH2:11]C)=[O:9])[CH3:2].[O:19]=C(Cl)OC(Cl)(Cl)Cl. The catalyst is ClCCCl.O1CCOCC1. The product is [CH2:1]([CH:3]([CH2:17][CH3:18])[CH2:4][N:5]1[C:6]2[N:16]=[CH:15][CH:14]=[CH:13][C:7]=2[C:8](=[O:9])[O:10][C:11]1=[O:19])[CH3:2]. The yield is 0.360. (7) The reactants are [CH3:1][O:2][C:3]1[C:10]([O:11][CH2:12][O:13][CH2:14][CH2:15][Si:16]([CH3:19])([CH3:18])[CH3:17])=[CH:9][C:6]([CH:7]=[O:8])=[C:5]([Sn:20]([CH3:23])([CH3:22])[CH3:21])[CH:4]=1.[BH4-].[Na+]. The catalyst is CO.O. The product is [CH3:1][O:2][C:3]1[C:10]([O:11][CH2:12][O:13][CH2:14][CH2:15][Si:16]([CH3:17])([CH3:18])[CH3:19])=[CH:9][C:6]([CH2:7][OH:8])=[C:5]([Sn:20]([CH3:21])([CH3:23])[CH3:22])[CH:4]=1. The yield is 0.910.